This data is from Catalyst prediction with 721,799 reactions and 888 catalyst types from USPTO. The task is: Predict which catalyst facilitates the given reaction. (1) Product: [CH2:10]([NH:17][CH:4]1[CH2:5][CH2:6][CH2:7][C:2]([CH3:9])([CH3:1])[CH2:3]1)[C:11]1[CH:16]=[CH:15][CH:14]=[CH:13][CH:12]=1. Reactant: [CH3:1][C:2]1([CH3:9])[CH2:7][CH2:6][CH2:5][C:4](=O)[CH2:3]1.[CH2:10]([NH2:17])[C:11]1[CH:16]=[CH:15][CH:14]=[CH:13][CH:12]=1.C(O[BH-](OC(=O)C)OC(=O)C)(=O)C.[Na+].C(O)(=O)C. The catalyst class is: 638. (2) Reactant: [F:1][C:2]([F:20])([C:8]1[CH:13]=[CH:12][C:11]([O:14][C:15]([F:18])([F:17])[F:16])=[CH:10][C:9]=1[CH3:19])[C:3]([O:5]CC)=[O:4].CO.O.O.[OH-].[Li+]. Product: [F:1][C:2]([F:20])([C:8]1[CH:13]=[CH:12][C:11]([O:14][C:15]([F:16])([F:17])[F:18])=[CH:10][C:9]=1[CH3:19])[C:3]([OH:5])=[O:4]. The catalyst class is: 7. (3) Reactant: C(OC([N:8]1[CH2:13][CH2:12][CH:11]([S:14]([C:17]2[CH:22]=[CH:21][C:20]([F:23])=[CH:19][CH:18]=2)(=[O:16])=[O:15])[CH2:10][CH2:9]1)=O)(C)(C)C.[ClH:24]. Product: [ClH:24].[F:23][C:20]1[CH:19]=[CH:18][C:17]([S:14]([CH:11]2[CH2:12][CH2:13][NH:8][CH2:9][CH2:10]2)(=[O:15])=[O:16])=[CH:22][CH:21]=1. The catalyst class is: 125. (4) The catalyst class is: 6. Product: [Br:22][C:2]1[CH:10]=[CH:9][C:5]([C:6]([OH:8])=[O:7])=[C:4]([OH:11])[CH:3]=1. Reactant: N[C:2]1[CH:10]=[CH:9][C:5]([C:6]([OH:8])=[O:7])=[C:4]([OH:11])[CH:3]=1.N([O-])=O.[Na+].C(OCC)(=O)C.[BrH:22]. (5) Reactant: [Si]([O:8][C@H:9]1[CH2:14][CH2:13][C@H:12]([N:15]2[CH:19]=[C:18]([C:20]3[CH:25]=[N:24][C:23]([NH2:26])=[C:22]4[O:27][C:28]([C:30]5[CH:39]=[CH:38][CH:37]=[C:36]6[C:31]=5[CH:32]=[CH:33][N:34]=[CH:35]6)=[CH:29][C:21]=34)[CH:17]=[N:16]2)[CH2:11][CH2:10]1)(C(C)(C)C)(C)C.[F-].C([N+](CCCC)(CCCC)CCCC)CCC. Product: [NH2:26][C:23]1[N:24]=[CH:25][C:20]([C:18]2[CH:17]=[N:16][N:15]([C@H:12]3[CH2:11][CH2:10][C@H:9]([OH:8])[CH2:14][CH2:13]3)[CH:19]=2)=[C:21]2[CH:29]=[C:28]([C:30]3[CH:39]=[CH:38][CH:37]=[C:36]4[C:31]=3[CH:32]=[CH:33][N:34]=[CH:35]4)[O:27][C:22]=12. The catalyst class is: 1. (6) Reactant: [F:1][C:2]1[C:8]([F:9])=[C:7]([F:10])[CH:6]=[C:5]([F:11])[C:3]=1[NH2:4].Br[C:13]1[CH:18]=[CH:17][C:16]([CH3:19])=[CH:15][CH:14]=1.CC(C)([O-])C.[Na+].C(P(C(C)(C)C)C(C)(C)C)(C)(C)C. The catalyst class is: 11. Product: [F:1][C:2]1[C:8]([F:9])=[C:7]([F:10])[CH:6]=[C:5]([F:11])[C:3]=1[NH:4][C:13]1[CH:18]=[CH:17][C:16]([CH3:19])=[CH:15][CH:14]=1. (7) Reactant: [OH:1][C:2]1[C:9]([CH3:10])=[CH:8][C:5]([CH:6]=[O:7])=[C:4]([CH3:11])[CH:3]=1.[CH2:12](Br)[C:13]1[CH:18]=[CH:17][CH:16]=[CH:15][CH:14]=1.C(=O)([O-])[O-].[K+].[K+]. Product: [CH2:12]([O:1][C:2]1[C:9]([CH3:10])=[CH:8][C:5]([CH:6]=[O:7])=[C:4]([CH3:11])[CH:3]=1)[C:13]1[CH:18]=[CH:17][CH:16]=[CH:15][CH:14]=1. The catalyst class is: 10. (8) Reactant: [CH3:1][O:2][C:3](=[O:19])[C:4]1[CH:12]=[CH:11][C:7]([C:8](O)=[O:9])=[CH:6][C:5]=1[C:13]1[CH:18]=[CH:17][CH:16]=[CH:15][CH:14]=1.CN1CCOCC1.C(OC(Cl)=O)C(C)C.[BH4-].[Na+].C([O-])(O)=O.[Na+]. Product: [CH3:1][O:2][C:3](=[O:19])[C:4]1[CH:12]=[CH:11][C:7]([CH2:8][OH:9])=[CH:6][C:5]=1[C:13]1[CH:18]=[CH:17][CH:16]=[CH:15][CH:14]=1. The catalyst class is: 1. (9) Reactant: [Cl:1][C:2]1[CH:3]=[C:4]2[C:9](=[CH:10][CH:11]=1)[NH:8][C:7](=[O:12])[C:6]([CH:13]=O)=[CH:5]2.[CH3:15][O:16][C:17]1[CH:22]=[C:21]([O:23][CH3:24])[N:20]=[C:19]([NH2:25])[N:18]=1.CC(N(C)C)=O.C(O[BH-](OC(=O)C)OC(=O)C)(=O)C.[Na+]. Product: [Cl:1][C:2]1[CH:3]=[C:4]2[C:9](=[CH:10][CH:11]=1)[NH:8][C:7](=[O:12])[C:6]([CH2:13][NH:25][C:19]1[N:18]=[C:17]([O:16][CH3:15])[CH:22]=[C:21]([O:23][CH3:24])[N:20]=1)=[CH:5]2. The catalyst class is: 26. (10) Reactant: Cl[CH2:2][C:3]1[C:4]([CH3:9])=[N:5][O:6][C:7]=1[CH3:8].[O:10]1[CH:14]=[CH:13][CH:12]=[C:11]1[C:15]1[CH:30]=[C:18]2[N:19]=[C:20]([N:24]3[CH2:29][CH2:28][NH:27][CH2:26][CH2:25]3)[N:21]=[C:22]([NH2:23])[N:17]2[N:16]=1.CCN(CC)CC. Product: [CH3:9][C:4]1[C:3]([CH2:2][N:27]2[CH2:26][CH2:25][N:24]([C:20]3[N:21]=[C:22]([NH2:23])[N:17]4[N:16]=[C:15]([C:11]5[O:10][CH:14]=[CH:13][CH:12]=5)[CH:30]=[C:18]4[N:19]=3)[CH2:29][CH2:28]2)=[C:7]([CH3:8])[O:6][N:5]=1. The catalyst class is: 23.